Dataset: Drug-target binding data from BindingDB using IC50 measurements. Task: Regression. Given a target protein amino acid sequence and a drug SMILES string, predict the binding affinity score between them. We predict pIC50 (pIC50 = -log10(IC50 in M); higher means more potent). Dataset: bindingdb_ic50. The small molecule is Cc1ccc(/C=C2/C(=O)c3ccc(C(=O)O)cc3C2=O)o1. The target protein sequence is MAGAASPCANGCGPGAPSDAEVLHLCRSLEVGTVMTLFYSKKSQRPERKTFQVKLETRQITWSRGADKIEGAIDIREIKEIRPGKTSRDFDRYQEDPAFRPDQSHCFVILYGMEFRLKTLSLQATSEDEVNMWIKGLTWLMEDTLQAPTPLQIERWLRKQFYSVDRNREDRISAKDLKNMLSQVNYRVPNMRFLRERLTDLEQRSGDITYGQFAQLYRSLMYSAQKTMDLPFLEASTLRAGERPELCRVSLPEFQQFLLDYQGELWAVDRLQVQEFMLSFLRDPLREIEEPYFFLDEFVTFLFSKENSVWNSQLDAVCPDTMNNPLSHYWISSSHNTYLTGDQFSSESSLEAYARCLRMGCRCIELDCWDGPDGMPVIYHGHTLTTKIKFSDVLHTIKEHAFVASEYPVILSIEDHCSIAQQRNMAQYFKKVLGDTLLTKPVEISADGLPSPNQLKRKILIKHKKLAEGSAYEEVPTSMMYSENDISNSIKNGILYLEDP.... The pIC50 is 3.9.